From a dataset of Full USPTO retrosynthesis dataset with 1.9M reactions from patents (1976-2016). Predict the reactants needed to synthesize the given product. The reactants are: [C:1]([O:5][C:6]([N:8]1[CH2:13][CH2:12][C:11]([NH:17][C:18]([O:20][C:21]([CH3:24])([CH3:23])[CH3:22])=[O:19])([C:14](O)=[O:15])[CH2:10][CH2:9]1)=[O:7])([CH3:4])([CH3:3])[CH3:2].F[P-](F)(F)(F)(F)F.N1(OC(N(C)C)=[N+](C)C)C2N=CC=CC=2N=N1.[Cl:49][C:50]1[CH:51]=[C:52]([CH3:58])[C:53]([NH2:57])=[C:54]([NH2:56])[CH:55]=1.C(N(C(C)C)C(C)C)C. Given the product [NH2:57][C:53]1[C:52]([CH3:58])=[CH:51][C:50]([Cl:49])=[CH:55][C:54]=1[NH:56][C:14]([C:11]1([NH:17][C:18]([O:20][C:21]([CH3:24])([CH3:22])[CH3:23])=[O:19])[CH2:10][CH2:9][N:8]([C:6]([O:5][C:1]([CH3:2])([CH3:4])[CH3:3])=[O:7])[CH2:13][CH2:12]1)=[O:15], predict the reactants needed to synthesize it.